The task is: Predict the reactants needed to synthesize the given product.. This data is from Full USPTO retrosynthesis dataset with 1.9M reactions from patents (1976-2016). Given the product [Cl:1][C:2]1[N:7]=[C:6]([NH:10][C:11]2[CH:19]=[C:18]3[C:14]([CH:15]=[C:16]([C:20]([O:22][CH3:23])=[O:21])[NH:17]3)=[CH:13][CH:12]=2)[C:5]([F:9])=[CH:4][N:3]=1, predict the reactants needed to synthesize it. The reactants are: [Cl:1][C:2]1[N:7]=[C:6](Cl)[C:5]([F:9])=[CH:4][N:3]=1.[NH2:10][C:11]1[CH:19]=[C:18]2[C:14]([CH:15]=[C:16]([C:20]([O:22][CH3:23])=[O:21])[NH:17]2)=[CH:13][CH:12]=1.